From a dataset of Full USPTO retrosynthesis dataset with 1.9M reactions from patents (1976-2016). Predict the reactants needed to synthesize the given product. (1) Given the product [F:45][C:44]([F:47])([F:46])[S:41]([O:22][C:20]1[C:19]([O:23][CH3:24])=[CH:18][C:9]2[C@@H:10]([C:12]3[CH:13]=[CH:14][CH:15]=[CH:16][CH:17]=3)[NH:11][C@@:5]([CH2:1][CH2:2][CH2:3][CH3:4])([CH2:27][CH3:28])[CH2:6][S:7](=[O:25])(=[O:26])[C:8]=2[CH:21]=1)(=[O:43])=[O:42], predict the reactants needed to synthesize it. The reactants are: [CH2:1]([C@@:5]1([CH2:27][CH3:28])[NH:11][C@H:10]([C:12]2[CH:17]=[CH:16][CH:15]=[CH:14][CH:13]=2)[C:9]2[CH:18]=[C:19]([O:23][CH3:24])[C:20]([OH:22])=[CH:21][C:8]=2[S:7](=[O:26])(=[O:25])[CH2:6]1)[CH2:2][CH2:3][CH3:4].O1CCOCC1.N1C=CC=CC=1.[S:41](O[S:41]([C:44]([F:47])([F:46])[F:45])(=[O:43])=[O:42])([C:44]([F:47])([F:46])[F:45])(=[O:43])=[O:42]. (2) Given the product [N:20]1([C:17]2[CH:18]=[CH:19][C:14]([CH2:13][N:5]3[C:4]4[CH:25]=[CH:26][S:27][C:3]=4[C:2]4=[N:28][NH:29][C:8](=[O:9])[C:7]4=[N:6]3)=[CH:15][CH:16]=2)[CH:24]=[CH:23][CH:22]=[N:21]1, predict the reactants needed to synthesize it. The reactants are: S=[C:2]1[C:7]([C:8](OCC)=[O:9])=[N:6][N:5]([CH2:13][C:14]2[CH:19]=[CH:18][C:17]([N:20]3[CH:24]=[CH:23][CH:22]=[N:21]3)=[CH:16][CH:15]=2)[C:4]2[CH:25]=[CH:26][S:27][C:3]1=2.[NH2:28][NH2:29]. (3) Given the product [CH2:12]([O:19][C@@H:20]1[C@@H:25]([O:26][CH2:27][C:28]2[CH:33]=[CH:32][CH:31]=[CH:30][CH:29]=2)[C@H:24]([O:34][C:35](=[O:49])[CH2:36][CH2:37][NH:38][C:39]([O:41][CH2:42][C:43]2[CH:44]=[CH:45][CH:46]=[CH:47][CH:48]=2)=[O:40])[C@@H:23]([CH2:50][S:3]([OH:5])(=[O:4])=[O:2])[O:22][C@@H:21]1[O:54][CH2:55][CH:56]([OH:78])[CH2:57][O:58][C:59](=[O:77])[CH2:60][CH2:61][CH2:62][CH2:63][CH2:64][CH2:65][CH2:66][CH2:67][CH2:68][CH2:69][CH2:70][CH2:71][CH2:72][CH2:73][CH2:74][CH2:75][CH3:76])[C:13]1[CH:14]=[CH:15][CH:16]=[CH:17][CH:18]=1, predict the reactants needed to synthesize it. The reactants are: O[O:2][S:3]([O-:5])=[O:4].[K+].C([O-])(=O)C.[K+].[CH2:12]([O:19][C@@H:20]1[C@@H:25]([O:26][CH2:27][C:28]2[CH:33]=[CH:32][CH:31]=[CH:30][CH:29]=2)[C@H:24]([O:34][C:35](=[O:49])[CH2:36][CH2:37][NH:38][C:39]([O:41][CH2:42][C:43]2[CH:48]=[CH:47][CH:46]=[CH:45][CH:44]=2)=[O:40])[C@@H:23]([CH2:50]C(=S)C)[O:22][C@@H:21]1[O:54][CH2:55][CH:56]([OH:78])[CH2:57][O:58][C:59](=[O:77])[CH2:60][CH2:61][CH2:62][CH2:63][CH2:64][CH2:65][CH2:66][CH2:67][CH2:68][CH2:69][CH2:70][CH2:71][CH2:72][CH2:73][CH2:74][CH2:75][CH3:76])[C:13]1[CH:18]=[CH:17][CH:16]=[CH:15][CH:14]=1.C(O)(=O)C. (4) Given the product [CH2:1]([N:8]1[C:13](=[O:14])[C:12]2=[CH:15][CH:16]=[CH:17][N:11]2[N:10]=[C:9]1[CH:18]([N:21]([CH:22]1[CH2:27][CH2:26][CH2:25][CH2:24][CH2:23]1)[C:33](=[O:34])[C:32]1[CH:36]=[CH:37][C:29]([Cl:28])=[CH:30][CH:31]=1)[CH2:19][CH3:20])[C:2]1[CH:3]=[CH:4][CH:5]=[CH:6][CH:7]=1, predict the reactants needed to synthesize it. The reactants are: [CH2:1]([N:8]1[C:13](=[O:14])[C:12]2=[CH:15][CH:16]=[CH:17][N:11]2[N:10]=[C:9]1[CH:18]([NH:21][CH:22]1[CH2:27][CH2:26][CH2:25][CH2:24][CH2:23]1)[CH2:19][CH3:20])[C:2]1[CH:7]=[CH:6][CH:5]=[CH:4][CH:3]=1.[Cl:28][C:29]1[CH:37]=[CH:36][C:32]([C:33](Cl)=[O:34])=[CH:31][CH:30]=1.C(N(CC)CC)C. (5) Given the product [CH2:14]([N:8]1[C:9]2[CH:10]=[CH:11][CH:12]=[C:4]([NH2:1])[C:5]=2[CH:6]=[N:7]1)[CH3:15], predict the reactants needed to synthesize it. The reactants are: [N+:1]([C:4]1[CH:12]=[CH:11][CH:10]=[C:9]2[C:5]=1[CH:6]=[N:7][NH:8]2)([O-])=O.I[CH2:14][CH3:15].